From a dataset of Forward reaction prediction with 1.9M reactions from USPTO patents (1976-2016). Predict the product of the given reaction. (1) Given the reactants [C:1]([C:4]1[CH:26]=[CH:25][C:24]([C:27]2[CH:28]=[N:29][C:30]([C:33]([F:36])([F:35])[F:34])=[N:31][CH:32]=2)=[CH:23][C:5]=1[CH2:6][NH:7][C:8]([C@@H:10]1[CH2:14][C@@H:13]([F:15])[CH2:12][N:11]1C(OC(C)(C)C)=O)=[O:9])(=[O:3])[NH2:2].Cl.O1CCOCC1.CCN(CC)CC.[F:51][C:52]1[CH:57]=[CH:56][C:55]([S:58](Cl)(=[O:60])=[O:59])=[CH:54][CH:53]=1, predict the reaction product. The product is: [C:1]([C:4]1[CH:26]=[CH:25][C:24]([C:27]2[CH:32]=[N:31][C:30]([C:33]([F:34])([F:36])[F:35])=[N:29][CH:28]=2)=[CH:23][C:5]=1[CH2:6][NH:7][C:8]([C@@H:10]1[CH2:14][C@@H:13]([F:15])[CH2:12][N:11]1[S:58]([C:55]1[CH:56]=[CH:57][C:52]([F:51])=[CH:53][CH:54]=1)(=[O:60])=[O:59])=[O:9])(=[O:3])[NH2:2]. (2) Given the reactants [CH:1]1([S:4]([NH2:7])(=[O:6])=[O:5])[CH2:3][CH2:2]1.C(N(CC)CC)C.[C:15](O[C:15]([O:17][C:18]([CH3:21])([CH3:20])[CH3:19])=[O:16])([O:17][C:18]([CH3:21])([CH3:20])[CH3:19])=[O:16], predict the reaction product. The product is: [CH:1]1([S:4]([NH:7][C:15](=[O:16])[O:17][C:18]([CH3:21])([CH3:20])[CH3:19])(=[O:6])=[O:5])[CH2:3][CH2:2]1. (3) Given the reactants [CH2:1]([NH:8][C:9]([C:11]1[C:16]([NH:17][C:18](=O)[CH2:19][CH:20]([CH3:22])[CH3:21])=[N:15][CH:14]=[CH:13][N:12]=1)=[O:10])[C:2]1[CH:7]=[CH:6][CH:5]=[CH:4][CH:3]=1.C(=O)([O-])[O-].[Na+].[Na+], predict the reaction product. The product is: [CH2:1]([N:8]1[C:9](=[O:10])[C:11]2[C:16](=[N:15][CH:14]=[CH:13][N:12]=2)[N:17]=[C:18]1[CH2:19][CH:20]([CH3:22])[CH3:21])[C:2]1[CH:7]=[CH:6][CH:5]=[CH:4][CH:3]=1. (4) Given the reactants [Cl:1][C:2]1[CH:3]=[C:4]([N:22]([CH2:39][CH3:40])[C@H:23]2[CH2:28][CH2:27][C@H:26]([N:29]([CH3:38])[CH:30]([C:32]3[CH:33]=[N:34][CH:35]=[CH:36][CH:37]=3)[CH3:31])[CH2:25][CH2:24]2)[C:5]([CH3:21])=[C:6]([CH:20]=1)[C:7]([NH:9][CH2:10][C:11]1[C:12]([O:18]C)=[N:13][N:14]([CH3:17])[C:15]=1[CH3:16])=[O:8].C(=O)(O)[O-].[Na+], predict the reaction product. The product is: [Cl:1][C:2]1[CH:3]=[C:4]([N:22]([CH2:39][CH3:40])[C@H:23]2[CH2:24][CH2:25][C@H:26]([N:29]([CH3:38])[CH:30]([C:32]3[CH:33]=[N:34][CH:35]=[CH:36][CH:37]=3)[CH3:31])[CH2:27][CH2:28]2)[C:5]([CH3:21])=[C:6]([CH:20]=1)[C:7]([NH:9][CH2:10][C:11]1[C:12](=[O:18])[NH:13][N:14]([CH3:17])[C:15]=1[CH3:16])=[O:8].